Dataset: Peptide-MHC class I binding affinity with 185,985 pairs from IEDB/IMGT. Task: Regression. Given a peptide amino acid sequence and an MHC pseudo amino acid sequence, predict their binding affinity value. This is MHC class I binding data. (1) The peptide sequence is SLETENSAL. The MHC is HLA-A02:02 with pseudo-sequence HLA-A02:02. The binding affinity (normalized) is 0.554. (2) The peptide sequence is GQRVYSWVY. The MHC is HLA-B27:05 with pseudo-sequence HLA-B27:05. The binding affinity (normalized) is 0.240. (3) The peptide sequence is DHVKNIENL. The MHC is H-2-Db with pseudo-sequence H-2-Db. The binding affinity (normalized) is 0. (4) The peptide sequence is LFLDGIDKA. The MHC is HLA-A02:01 with pseudo-sequence HLA-A02:01. The binding affinity (normalized) is 0.0264. (5) The peptide sequence is ATSTGNYNYK. The MHC is HLA-A31:01 with pseudo-sequence HLA-A31:01. The binding affinity (normalized) is 0.608.